From a dataset of Reaction yield outcomes from USPTO patents with 853,638 reactions. Predict the reaction yield, written as a fraction of the theoretical maximum amount of product (1.0 means a 100% yield; for example, 0.34 means a 34% yield). (1) The reactants are [Cl:1][C:2]1[C:3]([F:31])=[C:4]([CH:8]2[C:12]([C:15]3[CH:20]=[CH:19][C:18]([Cl:21])=[CH:17][C:16]=3[F:22])([C:13]#[N:14])[CH:11]([CH2:23][C:24]([CH3:27])([CH3:26])[CH3:25])[NH:10][CH:9]2[C:28]([OH:30])=O)[CH:5]=[CH:6][CH:7]=1.[C:32](Cl)(=O)C(Cl)=O.C(N(CC)CC)C.[NH2:45][C:46]1[S:50][C:49]([C:51]([O-:53])=[O:52])=[CH:48][CH:47]=1. The catalyst is CN(C1C=CN=CC=1)C. The product is [CH3:32][O:52][C:51]([C:49]1[S:50][C:46]([NH:45][C:28]([C@H:9]2[C@H:8]([C:4]3[CH:5]=[CH:6][CH:7]=[C:2]([Cl:1])[C:3]=3[F:31])[C@:12]([C:15]3[CH:20]=[CH:19][C:18]([Cl:21])=[CH:17][C:16]=3[F:22])([C:13]#[N:14])[C@H:11]([CH2:23][C:24]([CH3:26])([CH3:27])[CH3:25])[NH:10]2)=[O:30])=[CH:47][CH:48]=1)=[O:53]. The yield is 0.280. (2) The reactants are [OH:1][C:2]1[CH:3]=[N:4][CH:5]=[CH:6][CH:7]=1.[H-].[Na+].Br[CH2:11][CH2:12][CH:13]([Br:15])[CH3:14].O. The catalyst is CN(C)C=O. The product is [Br:15][CH:13]([CH3:14])[CH2:12][CH2:11][O:1][C:2]1[CH:3]=[N:4][CH:5]=[CH:6][CH:7]=1. The yield is 0.925. (3) The reactants are [NH:1]([C:3]1[CH:8]=[C:7]([C:9]#[N:10])[CH:6]=[CH:5][N:4]=1)[NH2:2].C[O:12][CH2:13][C:14](=O)[CH2:15][C:16]([O:18][CH3:19])=O. No catalyst specified. The product is [OH:12][C:13]1[N:1]([C:3]2[CH:8]=[C:7]([C:9]#[N:10])[CH:6]=[CH:5][N:4]=2)[N:2]=[C:15]([CH2:16][O:18][CH3:19])[CH:14]=1. The yield is 0.390. (4) The reactants are C(OC([NH:8][C@H:9]([C:11]([NH:13][CH:14]1[N:20]=[C:19]([C:21]2[CH:26]=[CH:25][CH:24]=[CH:23][N:22]=2)[C:18]2[CH:27]=[CH:28][CH:29]=[CH:30][C:17]=2[N:16]([CH3:31])[C:15]1=[O:32])=[O:12])[CH3:10])=O)(C)(C)C.C(O)(C(F)(F)F)=O. The yield is 0.660. The product is [NH2:8][C@H:9]([C:11]([NH:13][CH:14]1[N:20]=[C:19]([C:21]2[CH:26]=[CH:25][CH:24]=[CH:23][N:22]=2)[C:18]2[CH:27]=[CH:28][CH:29]=[CH:30][C:17]=2[N:16]([CH3:31])[C:15]1=[O:32])=[O:12])[CH3:10]. The catalyst is C(Cl)Cl. (5) The reactants are [NH2:1][C:2]1[C:7]([C:8]2[CH:13]=[CH:12][CH:11]=[C:10]([C:14]([F:17])([F:16])[F:15])[CH:9]=2)=[CH:6][C:5]([C:18](O)=[O:19])=[CH:4][C:3]=1[C:21]1[CH:26]=[CH:25][CH:24]=[C:23]([C:27]([F:30])([F:29])[F:28])[CH:22]=1.C([N:38]1[CH:42]=[CH:41]N=C1)(N1C=CN=C1)=O.[C:43]1(NCCCCCCCC)[CH:48]=[CH:47][CH:46]=[CH:45][CH:44]=1. The catalyst is CN(C=O)C. The product is [C:43]1([CH2:6][CH2:7][CH2:2][CH2:3][CH2:4][CH2:5][CH2:41][CH2:42][NH:38][C:18]([C:5]2[CH:4]=[C:3]([C:21]3[CH:26]=[CH:25][CH:24]=[C:23]([C:27]([F:30])([F:28])[F:29])[CH:22]=3)[C:2]([NH2:1])=[C:7]([C:8]3[CH:13]=[CH:12][CH:11]=[C:10]([C:14]([F:15])([F:16])[F:17])[CH:9]=3)[CH:6]=2)=[O:19])[CH:44]=[CH:45][CH:46]=[CH:47][CH:48]=1. The yield is 0.370.